From a dataset of Catalyst prediction with 721,799 reactions and 888 catalyst types from USPTO. Predict which catalyst facilitates the given reaction. (1) Reactant: [CH3:1][C:2]1([CH3:35])[C:10]2[C:5](=[CH:6][C:7]([N+:22]([O-])=O)=[C:8]([NH:11][C:12](=O)[C:13]3[CH:18]=[CH:17][C:16]([O:19][CH3:20])=[CH:15][CH:14]=3)[CH:9]=2)[N:4]([CH2:25][CH2:26][CH2:27][N:28]2[CH2:33][CH2:32][O:31][CH2:30][CH2:29]2)[C:3]1=[O:34]. Product: [CH3:20][O:19][C:16]1[CH:15]=[CH:14][C:13]([C:12]2[NH:11][C:8]3=[CH:9][C:10]4[C:2]([CH3:35])([CH3:1])[C:3](=[O:34])[N:4]([CH2:25][CH2:26][CH2:27][N:28]5[CH2:29][CH2:30][O:31][CH2:32][CH2:33]5)[C:5]=4[CH:6]=[C:7]3[N:22]=2)=[CH:18][CH:17]=1. The catalyst class is: 181. (2) Reactant: [CH3:1][Si:2]([CH3:14])([CH3:13])[C:3]#[C:4][C:5](=O)[CH2:6][CH2:7][CH2:8][C:9]([OH:11])=[O:10].[C:15]([O:19][C:20]([CH3:23])([CH3:22])[CH3:21])(=[O:18])[NH:16][NH2:17]. Product: [C:20]([O:19][C:15]([NH:16]/[N:17]=[C:5](\[C:4]#[C:3][Si:2]([CH3:14])([CH3:13])[CH3:1])/[CH2:6][CH2:7][CH2:8][C:9]([OH:11])=[O:10])=[O:18])([CH3:23])([CH3:22])[CH3:21]. The catalyst class is: 41. (3) Reactant: N#N.C[O:4][C:5]([C:7]1[O:8][C:9]([CH2:12][N:13]2[CH:17]=[C:16]([N+:18]([O-:20])=[O:19])[CH:15]=[N:14]2)=[CH:10][CH:11]=1)=O.CC(C[AlH]CC(C)C)C.[C@H](O)(C([O-])=O)[C@@H](O)C([O-])=O.[Na+].[K+]. Product: [N+:18]([C:16]1[CH:15]=[N:14][N:13]([CH2:12][C:9]2[O:8][C:7]([CH2:5][OH:4])=[CH:11][CH:10]=2)[CH:17]=1)([O-:20])=[O:19]. The catalyst class is: 182.